This data is from Catalyst prediction with 721,799 reactions and 888 catalyst types from USPTO. The task is: Predict which catalyst facilitates the given reaction. (1) Reactant: [CH:1]12[O:6][CH:5]1[CH2:4][N:3]([C:7]([O:9][C:10]([CH3:13])([CH3:12])[CH3:11])=[O:8])[CH2:2]2.[F:14][C:15]1[CH:20]=[CH:19][C:18]([Mg]Br)=[CH:17][CH:16]=1. Product: [F:14][C:15]1[CH:20]=[CH:19][C:18]([C@H:5]2[C@H:1]([OH:6])[CH2:2][N:3]([C:7]([O:9][C:10]([CH3:13])([CH3:12])[CH3:11])=[O:8])[CH2:4]2)=[CH:17][CH:16]=1. The catalyst class is: 804. (2) The catalyst class is: 493. Reactant: [CH3:1][O:2][C:3](=[O:12])[CH2:4][C:5]1[CH:10]=[CH:9][C:8](Br)=[CH:7][CH:6]=1.C1(P(C2CCCCC2)C2C=CC=CC=2C2C(OC)=CC=CC=2OC)CCCCC1.P([O-])([O-])([O-])=O.[K+].[K+].[K+].[CH2:50]([C:52]([C:71]1[CH:76]=[CH:75][C:74](/[CH:77]=[CH:78]/[C:79]2([OH:85])[CH2:84][CH2:83][O:82][CH2:81][CH2:80]2)=[C:73]([CH3:86])[CH:72]=1)([C:55]1[CH:60]=[CH:59][C:58](B2OC(C)(C)C(C)(C)O2)=[C:57]([CH3:70])[CH:56]=1)[CH2:53][CH3:54])[CH3:51].C(=O)(O)[O-].[Na+]. Product: [CH3:1][O:2][C:3](=[O:12])[CH2:4][C:5]1[CH:10]=[CH:9][C:8]([C:58]2[CH:59]=[CH:60][C:55]([C:52]([CH2:53][CH3:54])([C:71]3[CH:76]=[CH:75][C:74](/[CH:77]=[CH:78]/[C:79]4([OH:85])[CH2:84][CH2:83][O:82][CH2:81][CH2:80]4)=[C:73]([CH3:86])[CH:72]=3)[CH2:50][CH3:51])=[CH:56][C:57]=2[CH3:70])=[CH:7][CH:6]=1. (3) Reactant: C([O:3][C:4](=[O:27])[CH:5]([N:7]1[CH2:16][CH2:15][C:14]2[C:9](=[CH:10][CH:11]=[C:12]([O:17][CH2:18][C:19]3[CH:24]=[CH:23][CH:22]=[C:21]([F:25])[CH:20]=3)[CH:13]=2)[C:8]1=[O:26])[CH3:6])C.[OH-].[Li+]. Product: [F:25][C:21]1[CH:20]=[C:19]([CH:24]=[CH:23][CH:22]=1)[CH2:18][O:17][C:12]1[CH:13]=[C:14]2[C:9](=[CH:10][CH:11]=1)[C:8](=[O:26])[N:7]([CH:5]([CH3:6])[C:4]([OH:27])=[O:3])[CH2:16][CH2:15]2. The catalyst class is: 132. (4) Reactant: [C:1](OCC)(=[O:6])[CH2:2][C:3]([CH3:5])=O.[Cl:10][C:11]1[CH:12]=[C:13]([NH:17][C:18]2[CH2:22][C:21](=[O:23])[N:20]([C:24]3[CH:29]=[CH:28][CH:27]=[CH:26][CH:25]=3)[N:19]=2)[CH:14]=[CH:15][CH:16]=1. Product: [Cl:10][C:11]1[CH:12]=[C:13]([N:17]2[C:1](=[O:6])[CH:2]=[C:3]([CH3:5])[C:22]3[C:21](=[O:23])[N:20]([C:24]4[CH:25]=[CH:26][CH:27]=[CH:28][CH:29]=4)[NH:19][C:18]2=3)[CH:14]=[CH:15][CH:16]=1. The catalyst class is: 15. (5) Reactant: [C:1]([N:4]1[C:13]2[C:8](=[CH:9][C:10]([NH2:15])=[C:11]([CH3:14])[CH:12]=2)[C:7]([C:17]2[CH:22]=[CH:21][CH:20]=[CH:19][CH:18]=2)([CH3:16])[CH2:6][C:5]1([CH3:24])[CH3:23])(=[O:3])[CH3:2].[C:25]1([C:34]2[CH:39]=[CH:38][CH:37]=[CH:36][CH:35]=2)[CH:30]=[CH:29][C:28]([C:31](Cl)=[O:32])=[CH:27][CH:26]=1.N1C=CC=CC=1. Product: [C:1]([N:4]1[C:13]2[C:8](=[CH:9][C:10]([NH:15][C:31](=[O:32])[C:28]3[CH:29]=[CH:30][C:25]([C:34]4[CH:39]=[CH:38][CH:37]=[CH:36][CH:35]=4)=[CH:26][CH:27]=3)=[C:11]([CH3:14])[CH:12]=2)[C:7]([C:17]2[CH:22]=[CH:21][CH:20]=[CH:19][CH:18]=2)([CH3:16])[CH2:6][C:5]1([CH3:24])[CH3:23])(=[O:3])[CH3:2]. The catalyst class is: 7. (6) Reactant: [C:1]([CH:3]([C:11]1([CH3:15])[CH2:14][O:13][CH2:12]1)[NH:4][S:5]([C:7]([CH3:10])([CH3:9])[CH3:8])=[O:6])#[N:2].C(=O)([O-])[O-].[K+].[K+].Cl.[NH2:23][OH:24]. Product: [C:7]([S:5]([NH:4][CH:3]([C:11]1([CH3:15])[CH2:12][O:13][CH2:14]1)[C:1]([NH2:2])=[N:23][OH:24])=[O:6])([CH3:10])([CH3:8])[CH3:9]. The catalyst class is: 8. (7) Reactant: [Cl:1][C:2]1[N:7]=[C:6]([CH3:8])[C:5]([C:9]([N:11]2[CH2:16][CH2:15][N:14]([S:17]([C:20]3[CH:25]=[CH:24][C:23]([C:26]([F:29])([F:28])[F:27])=[CH:22][CH:21]=3)(=[O:19])=[O:18])[CH2:13][C@@H:12]2[CH3:30])=[O:10])=[CH:4][CH:3]=1.[NH:31]1[CH2:34][CH2:33][CH2:32]1. Product: [ClH:1].[N:31]1([C:2]2[N:7]=[C:6]([CH3:8])[C:5]([C:9]([N:11]3[CH2:16][CH2:15][N:14]([S:17]([C:20]4[CH:25]=[CH:24][C:23]([C:26]([F:29])([F:28])[F:27])=[CH:22][CH:21]=4)(=[O:19])=[O:18])[CH2:13][C@@H:12]3[CH3:30])=[O:10])=[CH:4][CH:3]=2)[CH2:34][CH2:33][CH2:32]1. The catalyst class is: 32. (8) Reactant: [O:1]=[C:2]1[N:7]([C:8]2([C:11]([OH:13])=O)[CH2:10][CH2:9]2)[CH2:6][CH2:5][O:4][CH2:3]1.Cl.Cl.[NH2:16][C:17]1[CH:18]=[CH:19][C:20]([N:24]2[CH2:29][CH2:28][CH2:27][C@@H:26]([C:30]([N:32]3[CH2:36][CH2:35][CH2:34][CH2:33]3)=O)[CH2:25]2)=[N:21][C:22]=1[NH2:23].F[P-](F)(F)(F)(F)F.[N:44]1(OC(N(C)C)=[N+](C)C)[C:48]2N=CC=CC=2N=N1.C(N(C(C)C)CC)(C)C. Product: [NH2:23][C:22]1[C:17]([NH:16][C:11]([C:8]2([N:7]3[CH2:6][CH2:5][O:4][CH2:3][C:2]3=[O:1])[CH2:9][CH2:10]2)=[O:13])=[CH:18][CH:19]=[C:20]([N:24]2[CH2:29][CH2:28][CH2:27][CH:26]([C:30]3[N:32]4[CH2:36][CH2:35][CH2:34][C:33]4=[CH:48][N:44]=3)[CH2:25]2)[N:21]=1. The catalyst class is: 9. (9) Reactant: [CH3:1][O:2][C:3]([C:5]1[S:6][C:7]([Br:14])=[CH:8][C:9]=1[NH:10][CH:11]([CH3:13])[CH3:12])=[O:4].N1C=CC=CC=1.[CH3:21][C@H:22]1[CH2:27][CH2:26][C@H:25]([C:28](Cl)=[O:29])[CH2:24][CH2:23]1. Product: [CH3:1][O:2][C:3]([C:5]1[S:6][C:7]([Br:14])=[CH:8][C:9]=1[N:10]([CH:11]([CH3:12])[CH3:13])[C:28]([C@H:25]1[CH2:26][CH2:27][C@H:22]([CH3:21])[CH2:23][CH2:24]1)=[O:29])=[O:4]. The catalyst class is: 260.